This data is from Forward reaction prediction with 1.9M reactions from USPTO patents (1976-2016). The task is: Predict the product of the given reaction. (1) Given the reactants [CH3:1][O:2][C:3](=[O:24])[C:4](O)([C:19]([F:22])([F:21])[F:20])[C:5]1[C:9](=[O:10])[N:8]([C:11]2[CH:16]=[CH:15][CH:14]=[CH:13][CH:12]=2)[NH:7][C:6]=1[CH2:17][CH3:18].S(Cl)(Cl)=O, predict the reaction product. The product is: [CH3:1][O:2][C:3](=[O:24])[C:4](=[C:5]1[C:9](=[O:10])[N:8]([C:11]2[CH:12]=[CH:13][CH:14]=[CH:15][CH:16]=2)[N:7]=[C:6]1[CH2:17][CH3:18])[C:19]([F:21])([F:22])[F:20]. (2) Given the reactants Br[CH2:2][C:3]([C:5]1[CH:10]=[CH:9][C:8]([C:11]([F:14])([F:13])[F:12])=[CH:7][CH:6]=1)=[O:4].[N-:15]=[N+:16]=[N-:17].[Na+], predict the reaction product. The product is: [N:15]([CH2:2][C:3]([C:5]1[CH:10]=[CH:9][C:8]([C:11]([F:14])([F:13])[F:12])=[CH:7][CH:6]=1)=[O:4])=[N+:16]=[N-:17]. (3) Given the reactants CCCCCCC[CH2:8][CH2:9][CH2:10][NH:11]CC=C.C[N+](CCCCCCNCC=C)(C)C.C=CCN.[CH2:33]1[O:35][CH:34]1[CH2:36][Cl:37].Cl.[Cl-].C(C1OC1)Cl, predict the reaction product. The product is: [CH2:8]=[CH:9][CH2:10][NH2:11].[CH2:33]1[O:35][CH:34]1[CH2:36][Cl:37]. (4) Given the reactants C(SC1C(=CC=CC=1)C(Cl)=O)C1C=CC=CC=1.[CH3:18][O:19][C:20]1[CH:36]=[CH:35][C:23]([CH2:24][S:25][C:26]2[C:27](=[CH:31][CH:32]=[CH:33][CH:34]=2)[C:28]([OH:30])=O)=[CH:22][CH:21]=1.O=S(Cl)Cl.[CH3:41][N:42]1[CH2:47][CH2:46][NH:45][CH2:44][CH2:43]1, predict the reaction product. The product is: [CH3:18][O:19][C:20]1[CH:21]=[CH:22][C:23]([CH2:24][S:25][C:26]2[C:27](=[CH:31][CH:32]=[CH:33][CH:34]=2)[C:28]([N:45]2[CH2:46][CH2:47][N:42]([CH3:41])[CH2:43][CH2:44]2)=[O:30])=[CH:35][CH:36]=1. (5) Given the reactants [ClH:1].[CH:2]1[C:7]2[C:8]([NH2:17])=[N:9][C:10]3[CH:16]=[CH:15][CH:14]=[CH:13][C:11]=3[S:12][C:6]=2[CH:5]=[CH:4][CH:3]=1, predict the reaction product. The product is: [ClH:1].[CH:2]1[C:7]2[C:8]([NH2:17])=[N:9][C:10]3[CH:16]=[CH:15][CH:14]=[CH:13][C:11]=3[S:12][C:6]=2[CH:5]=[CH:4][CH:3]=1. (6) Given the reactants Cl[CH2:2][C:3]([NH:5][C:6]1[C:15]([Cl:16])=[CH:14][CH:13]=[C:12]2[C:7]=1[CH:8]=[CH:9][C:10]([N:17]1[CH2:21][CH2:20][C@@H:19]([O:22][Si](C(C)(C)C)(C)C)[CH2:18]1)=[N:11]2)=[O:4].[NH2:30][C:31]1[CH:36]=[CH:35][CH:34]=[CH:33][CH:32]=1.[F-].C([N+](CCCC)(CCCC)CCCC)CCC, predict the reaction product. The product is: [Cl:16][C:15]1[C:6]([NH:5][C:3](=[O:4])[CH2:2][NH:30][C:31]2[CH:36]=[CH:35][CH:34]=[CH:33][CH:32]=2)=[C:7]2[C:12](=[CH:13][CH:14]=1)[N:11]=[C:10]([N:17]1[CH2:21][CH2:20][C@@H:19]([OH:22])[CH2:18]1)[CH:9]=[CH:8]2. (7) Given the reactants [F:1][C:2]([F:14])([F:13])[C:3]([NH:5][C@H:6]1[CH2:11][CH2:10][C@H:9]([OH:12])[CH2:8][CH2:7]1)=[O:4].[H-].[Na+].I[CH3:18].O, predict the reaction product. The product is: [F:1][C:2]([F:13])([F:14])[C:3]([N:5]([CH:6]1[CH2:7][CH2:8][CH:9]([OH:12])[CH2:10][CH2:11]1)[CH3:18])=[O:4]. (8) Given the reactants [N:1]1[NH:2][C:3]([C:6]2[CH:7]=[N:8][NH:9][C:10]=2[NH2:11])=[CH:4][CH:5]=1.[CH3:12][N:13]1[C:21]2[C:16](=[CH:17][C:18]([C:22](=O)[CH2:23][C:24](OCC)=[O:25])=[CH:19][CH:20]=2)[CH:15]=[N:14]1, predict the reaction product. The product is: [CH3:12][N:13]1[C:21]2[C:16](=[CH:17][C:18]([C:22]3[NH:11][C:10]4[N:9]([N:8]=[CH:7][C:6]=4[C:3]4[CH:4]=[CH:5][NH:1][N:2]=4)[C:24](=[O:25])[CH:23]=3)=[CH:19][CH:20]=2)[CH:15]=[N:14]1. (9) Given the reactants FC(F)(F)C(O)=O.[Cl:8][C:9]1[C:10]2[C:17]([C:18]3[CH:23]=[CH:22][C:21]([NH:24]C(=O)OC(C)(C)C)=[C:20]([O:32][CH3:33])[CH:19]=3)=[CH:16][N:15]([CH:34]3[CH2:38][CH2:37][CH2:36][CH2:35]3)[C:11]=2[N:12]=[CH:13][N:14]=1, predict the reaction product. The product is: [Cl:8][C:9]1[C:10]2[C:17]([C:18]3[CH:23]=[CH:22][C:21]([NH2:24])=[C:20]([O:32][CH3:33])[CH:19]=3)=[CH:16][N:15]([CH:34]3[CH2:35][CH2:36][CH2:37][CH2:38]3)[C:11]=2[N:12]=[CH:13][N:14]=1.